Predict the reaction yield, written as a fraction of the theoretical maximum amount of product (1.0 means a 100% yield; for example, 0.34 means a 34% yield). From a dataset of Reaction yield outcomes from USPTO patents with 853,638 reactions. (1) The reactants are [CH3:1][C:2]1([CH3:19])[CH2:6][C:5]2[CH:7]=[C:8]([N+:16]([O-])=O)[CH:9]=[C:10]([C:11]([O:13][CH2:14][CH3:15])=[O:12])[C:4]=2[O:3]1.[H][H]. The catalyst is C(O)C.[Pd]. The product is [NH2:16][C:8]1[CH:9]=[C:10]([C:11]([O:13][CH2:14][CH3:15])=[O:12])[C:4]2[O:3][C:2]([CH3:19])([CH3:1])[CH2:6][C:5]=2[CH:7]=1. The yield is 0.990. (2) The reactants are [CH3:1][N:2]([CH2:4][C-:5]1[CH:9]=[CH:8][CH:7]=[C:6]1[CH2:10][N:11]([CH3:13])[CH3:12])[CH3:3].[CH-:14]1[CH:18]=[CH:17][CH:16]=[CH:15]1.[Fe+2:19].C([Li])CCC.[CH2:25]=[O:26]. The catalyst is C(OCC)C. The product is [OH:26][CH2:25][C-:9]1[CH:8]=[CH:7][C:6]([CH2:10][N:11]([CH3:13])[CH3:12])=[C:5]1[CH2:4][N:2]([CH3:1])[CH3:3].[CH-:14]1[CH:18]=[CH:17][CH:16]=[CH:15]1.[Fe+2:19]. The yield is 0.910. (3) The reactants are CS(O[CH2:6][C@H:7]1[CH2:12][CH2:11][C@H:10]([NH:13][C:14]2[CH:19]=[C:18]([C:20]3[CH:25]=[CH:24][CH:23]=[C:22]([NH:26][CH2:27][C:28]4[CH:33]=[CH:32][CH:31]=[C:30]([F:34])[CH:29]=4)[N:21]=3)[C:17]([Cl:35])=[CH:16][N:15]=2)[CH2:9][CH2:8]1)(=O)=O.[CH3:36][NH2:37]. The catalyst is CO. The product is [Cl:35][C:17]1[C:18]([C:20]2[CH:25]=[CH:24][CH:23]=[C:22]([NH:26][CH2:27][C:28]3[CH:33]=[CH:32][CH:31]=[C:30]([F:34])[CH:29]=3)[N:21]=2)=[CH:19][C:14]([NH:13][C@H:10]2[CH2:11][CH2:12][C@H:7]([CH2:6][NH:37][CH3:36])[CH2:8][CH2:9]2)=[N:15][CH:16]=1. The yield is 0.520. (4) The reactants are Cl.Cl.[NH2:3][CH2:4][C@@:5]1(O)[CH:10]2[CH2:11][CH2:12][N:7]([CH2:8][CH2:9]2)[CH2:6]1.[C:14]([O-])([O-])=O.[Cs+].[Cs+].ClC1N=C[N:24]=[C:23]([N:27]=[C:28](SC)[S:29][CH3:30])C=1.C[N:34]([CH3:37])[CH:35]=[O:36]. No catalyst specified. The product is [CH3:30][S:29][C:28]1[N:27]=[CH:23][N:24]=[C:37]([NH:34][C:35]2[O:36][C@:5]3([CH2:4][N:3]=2)[CH:10]2[CH2:11][CH2:12][N:7]([CH2:8][CH2:9]2)[CH2:6]3)[CH:14]=1. The yield is 0.482. (5) The yield is 0.867. The reactants are [NH2:1][C:2]1[N:7]=[CH:6][N:5]=[C:4]([N:8]2[CH2:13][CH2:12][CH:11]([O:14][C:15](=[O:27])[NH:16][C:17]3[CH:22]=[CH:21][C:20]([O:23][CH:24]([CH3:26])[CH3:25])=[CH:19][CH:18]=3)[CH2:10][CH2:9]2)[C:3]=1[CH:28]=O.[CH3:30][O:31][NH2:32].Cl. The catalyst is CO. The product is [NH2:1][C:2]1[N:7]=[CH:6][N:5]=[C:4]([N:8]2[CH2:13][CH2:12][CH:11]([O:14][C:15](=[O:27])[NH:16][C:17]3[CH:22]=[CH:21][C:20]([O:23][CH:24]([CH3:25])[CH3:26])=[CH:19][CH:18]=3)[CH2:10][CH2:9]2)[C:3]=1[CH:28]=[N:32][O:31][CH3:30]. (6) The reactants are [CH3:1][O:2]/[N:3]=[C:4](/[C:15]1[CH:20]=[CH:19][CH:18]=[CH:17][CH:16]=1)\[CH2:5][O:6][C:7]1[CH:12]=[CH:11][C:10]([CH2:13][OH:14])=[CH:9][CH:8]=1.O[C:22]1[CH:29]=[CH:28][C:25]([CH:26]=[O:27])=[CH:24][CH:23]=1.C1(P(C2C=CC=CC=2)C2C=CC=CC=2)C=CC=CC=1.N(C(OC(C)C)=O)=NC(OC(C)C)=O. The catalyst is C1COCC1.O. The product is [CH3:1][O:2]/[N:3]=[C:4](/[C:15]1[CH:20]=[CH:19][CH:18]=[CH:17][CH:16]=1)\[CH2:5][O:6][C:7]1[CH:12]=[CH:11][C:10]([CH2:13][O:14][C:22]2[CH:29]=[CH:28][C:25]([CH:26]=[O:27])=[CH:24][CH:23]=2)=[CH:9][CH:8]=1. The yield is 0.362. (7) The reactants are [CH3:1][O:2][C:3]1[C:4](=[O:9])[NH:5][CH:6]=[CH:7][CH:8]=1.[H-].[Na+].I[CH2:13][CH2:14][CH2:15][CH3:16]. The catalyst is CN(C=O)C. The product is [CH2:13]([N:5]1[CH:6]=[CH:7][CH:8]=[C:3]([O:2][CH3:1])[C:4]1=[O:9])[CH2:14][CH2:15][CH3:16]. The yield is 0.930. (8) The reactants are [C:1]12([CH2:11][CH2:12][NH:13][C:14]3[CH:19]=[CH:18][C:17]([NH:20][C:21](=[O:26])/[CH:22]=[C:23](\[NH2:25])/[CH3:24])=[CH:16][C:15]=3[F:27])[CH2:10][CH:5]3[CH2:6][CH:7]([CH2:9][CH:3]([CH2:4]3)[CH2:2]1)[CH2:8]2.[C:28](OCC)(OCC)(OCC)[CH3:29]. No catalyst specified. The product is [C:1]12([CH2:11][CH2:12][NH:13][C:14]3[CH:19]=[CH:18][C:17]([N:20]4[C:21](=[O:26])[CH:22]=[C:23]([CH3:24])[N:25]=[C:28]4[CH3:29])=[CH:16][C:15]=3[F:27])[CH2:8][CH:7]3[CH2:9][CH:3]([CH2:4][CH:5]([CH2:6]3)[CH2:10]1)[CH2:2]2. The yield is 0.0300.